Dataset: Catalyst prediction with 721,799 reactions and 888 catalyst types from USPTO. Task: Predict which catalyst facilitates the given reaction. (1) Reactant: [Cl:1][C:2]1[C:7]([C:8]#[N:9])=[CH:6][N:5]=[C:4]2[CH:10]=[CH:11][S:12][C:3]=12.[Br:13]N1C(=O)CCC1=O.C(=O)(O)[O-].[Na+]. Product: [Br:13][C:10]1[C:4]2=[N:5][CH:6]=[C:7]([C:8]#[N:9])[C:2]([Cl:1])=[C:3]2[S:12][CH:11]=1. The catalyst class is: 9. (2) Reactant: [C:1]([O:5][C:6]([N:8]1[CH2:13][CH2:12][CH:11]([CH2:14][CH2:15][OH:16])[CH2:10][CH2:9]1)=[O:7])([CH3:4])([CH3:3])[CH3:2].[H-].[Na+].Cl[C:20]1[N:25]=[CH:24][N:23]=[C:22]([NH:26][C:27]2[CH:32]=[CH:31][C:30]([S:33]([CH3:36])(=[O:35])=[O:34])=[CH:29][CH:28]=2)[C:21]=1[N+:37]([O-:39])=[O:38]. Product: [C:1]([O:5][C:6]([N:8]1[CH2:13][CH2:12][CH:11]([CH2:14][CH2:15][O:16][C:20]2[C:21]([N+:37]([O-:39])=[O:38])=[C:22]([NH:26][C:27]3[CH:28]=[CH:29][C:30]([S:33]([CH3:36])(=[O:34])=[O:35])=[CH:31][CH:32]=3)[N:23]=[CH:24][N:25]=2)[CH2:10][CH2:9]1)=[O:7])([CH3:4])([CH3:3])[CH3:2]. The catalyst class is: 44. (3) Reactant: O[NH:2][C:3]([C:5]1[CH:6]=[C:7]2[C:12](=[CH:13][CH:14]=1)[NH:11][C@@H:10]([CH:15]([CH3:17])[CH3:16])[C:9](=[O:18])[NH:8]2)=[O:4].F[P-](F)(F)(F)(F)F.N1(O[P+](N(C)C)(N(C)C)N(C)C)C2C=CC=CC=2N=N1.[CH3:46][O:47][C:48](=[O:55])[CH2:49][CH2:50][CH2:51][CH2:52][CH2:53]N.C(N(CC)CC)C. Product: [CH:15]([C@H:10]1[C:9](=[O:18])[NH:8][C:7]2[C:12](=[CH:13][CH:14]=[C:5]([C:3]([NH:2][CH2:53][CH2:52][CH2:51][CH2:50][CH2:49][C:48]([O:47][CH3:46])=[O:55])=[O:4])[CH:6]=2)[NH:11]1)([CH3:17])[CH3:16]. The catalyst class is: 3. (4) Reactant: [F:1][C:2]1([F:19])[C:5]2([CH2:9][CH2:8][N:7]([C:10]3[C:11]4[CH:18]=[CH:17][NH:16][C:12]=4[N:13]=[CH:14][N:15]=3)[CH2:6]2)[NH:4][CH2:3]1.CC1N([C:26]([CH2:28][C:29]#[N:30])=[O:27])N=C(C)C=1.C(N(CC)C(C)C)(C)C.C(=O)(O)[O-].[Na+]. Product: [F:19][C:2]1([F:1])[C:5]2([CH2:9][CH2:8][N:7]([C:10]3[C:11]4[CH:18]=[CH:17][NH:16][C:12]=4[N:13]=[CH:14][N:15]=3)[CH2:6]2)[N:4]([C:26](=[O:27])[CH2:28][C:29]#[N:30])[CH2:3]1. The catalyst class is: 12. (5) Reactant: [C:1]([C:5]1[CH:9]=[C:8]([NH:10][C:11]([NH:13][C:14]2[CH:19]=[C:18]([C:20]3[C:32](=[O:33])[N:31]([CH3:34])[C:23]4[N:24]=[C:25](S(C)=O)[N:26]=[CH:27][C:22]=4[CH:21]=3)[CH:17]=[CH:16][C:15]=2[F:35])=[O:12])[O:7][N:6]=1)([CH3:4])([CH3:3])[CH3:2].[CH3:36][N:37]([CH2:39][CH2:40][NH2:41])[CH3:38].C(O)(C(F)(F)F)=O. Product: [C:1]([C:5]1[CH:9]=[C:8]([NH:10][C:11]([NH:13][C:14]2[CH:19]=[C:18]([C:20]3[C:32](=[O:33])[N:31]([CH3:34])[C:23]4[N:24]=[C:25]([NH:41][CH2:40][CH2:39][N:37]([CH3:38])[CH3:36])[N:26]=[CH:27][C:22]=4[CH:21]=3)[CH:17]=[CH:16][C:15]=2[F:35])=[O:12])[O:7][N:6]=1)([CH3:4])([CH3:3])[CH3:2]. The catalyst class is: 163. (6) Reactant: CC1C=C(OC2CCNCC2)N=C[N:3]=1.CCN(C(C)C)C(C)C.Cl[CH2:25][C:26]1[N:34]=[C:33]2[C:29]([NH:30][CH:31]=[N:32]2)=[CH:28][N:27]=1. Product: [NH2:3][CH2:25][C:26]1[N:34]=[C:33]2[C:29]([NH:30][CH:31]=[N:32]2)=[CH:28][N:27]=1. The catalyst class is: 41. (7) Reactant: [C:1](O)(=O)[CH3:2].Cl.[CH2:6]([O:13][C:14]1[CH:19]=[CH:18][C:17]([NH:20][NH2:21])=[CH:16][CH:15]=1)[C:7]1[CH:12]=[CH:11][CH:10]=[CH:9][CH:8]=1.C(=O)(O)[O-].[Na+]. Product: [CH2:6]([O:13][C:14]1[CH:15]=[CH:16][C:17]([N:20]2[C:8]([C:1]3[CH:2]=[CH:15][CH:16]=[CH:17][N:20]=3)=[CH:7][CH:6]=[N:21]2)=[CH:18][CH:19]=1)[C:7]1[CH:8]=[CH:9][CH:10]=[CH:11][CH:12]=1. The catalyst class is: 5. (8) Reactant: I[C:2]1[CH:7]=[CH:6][N:5]=[CH:4][C:3]=1[NH:8][CH2:9][C:10]([F:13])([F:12])[F:11].[CH3:14][C:15]1[CH:20]=[CH:19][CH:18]=[CH:17][C:16]=1B(O)O. Product: [C:15]1([CH3:14])[CH:20]=[CH:19][CH:18]=[CH:17][C:16]=1[C:2]1[CH:7]=[CH:6][N:5]=[CH:4][C:3]=1[NH:8][CH2:9][C:10]([F:13])([F:12])[F:11]. The catalyst class is: 243.